This data is from HIV replication inhibition screening data with 41,000+ compounds from the AIDS Antiviral Screen. The task is: Binary Classification. Given a drug SMILES string, predict its activity (active/inactive) in a high-throughput screening assay against a specified biological target. (1) The compound is CN(C)c1ccc(C(C#N)NNC(=O)Cc2ccccc2)cc1. The result is 0 (inactive). (2) The compound is CCCCCCCCCCCCCCCCCC1=Nc2ccccc2NC(=O)C1. The result is 0 (inactive). (3) The compound is CC(=O)Nc1ccc(S(=O)(=O)NNC(=O)NNS(=O)(=O)c2ccc(NC(C)=O)cc2)cc1. The result is 0 (inactive). (4) The compound is OCC1OC2NC(=S)OC2C1O. The result is 0 (inactive).